From a dataset of Forward reaction prediction with 1.9M reactions from USPTO patents (1976-2016). Predict the product of the given reaction. (1) Given the reactants [CH:1]1([CH2:7][NH:8][C:9]2[N:14]=[CH:13][N:12]=[C:11]([C:15]([OH:17])=O)[CH:10]=2)[CH2:6][CH2:5][CH2:4][CH2:3][CH2:2]1.[NH2:18][C:19]1[CH:24]=[CH:23][C:22]([OH:25])=[CH:21][CH:20]=1, predict the reaction product. The product is: [CH:1]1([CH2:7][NH:8][C:9]2[N:14]=[CH:13][N:12]=[C:11]([C:15]([NH:18][C:19]3[CH:24]=[CH:23][C:22]([OH:25])=[CH:21][CH:20]=3)=[O:17])[CH:10]=2)[CH2:2][CH2:3][CH2:4][CH2:5][CH2:6]1. (2) Given the reactants [CH2:1]([O:8][C:9]([N:11]1[CH2:16][CH2:15][CH:14]([NH:17][S:18]([C:21]2[CH:26]=[CH:25][C:24]([NH2:27])=[CH:23][CH:22]=2)(=[O:20])=[O:19])[CH2:13][CH2:12]1)=[O:10])[C:2]1[CH:7]=[CH:6][CH:5]=[CH:4][CH:3]=1.C(N(C(C)C)CC)(C)C.[C:37](Cl)(=[O:40])[CH:38]=[CH2:39], predict the reaction product. The product is: [CH2:1]([O:8][C:9]([N:11]1[CH2:16][CH2:15][CH:14]([NH:17][S:18]([C:21]2[CH:26]=[CH:25][C:24]([NH:27][C:37](=[O:40])[CH:38]=[CH2:39])=[CH:23][CH:22]=2)(=[O:20])=[O:19])[CH2:13][CH2:12]1)=[O:10])[C:2]1[CH:7]=[CH:6][CH:5]=[CH:4][CH:3]=1. (3) Given the reactants CC1(C)C[CH:10]([NH2:12])[C:9]2[C:4](=[CH:5][CH:6]=[CH:7]C=2)[O:3]1.[CH2:14]([O:21][C:22]1[C:27]([O:28][CH3:29])=[CH:26][CH:25]=[CH:24][C:23]=1/[CH:30]=[CH:31]/[C:32]([OH:34])=O)[C:15]1[CH:20]=[CH:19][CH:18]=[CH:17][CH:16]=1.CCN=C=NCCCN(C)C.[ClH:46].[CH:47]1[CH:48]=[CH:49][C:50]2N(O)N=N[C:51]=2[CH:52]=1.C(N(CC)CC)C, predict the reaction product. The product is: [Cl:46][C:47]1[CH:52]=[C:51]2[C:50](=[CH:49][CH:48]=1)[O:3][C:4]1([CH2:5][CH2:6][CH2:7]1)[CH2:9][CH:10]2[NH:12][C:32](=[O:34])/[CH:31]=[CH:30]/[C:23]1[CH:24]=[CH:25][CH:26]=[C:27]([O:28][CH3:29])[C:22]=1[O:21][CH2:14][C:15]1[CH:16]=[CH:17][CH:18]=[CH:19][CH:20]=1. (4) Given the reactants C(OC([N:8]1[CH2:13][CH2:12][C:11]2([CH2:18][CH2:17][CH:16]([O:19][C:20]3[CH:25]=[CH:24][C:23]([Cl:26])=[C:22]([Cl:27])[CH:21]=3)[CH2:15][CH2:14]2)[CH2:10][CH2:9]1)=O)(C)(C)C.[F:28][C:29]([F:34])([F:33])[C:30]([OH:32])=[O:31], predict the reaction product. The product is: [F:28][C:29]([F:34])([F:33])[C:30]([OH:32])=[O:31].[Cl:27][C:22]1[CH:21]=[C:20]([CH:25]=[CH:24][C:23]=1[Cl:26])[O:19][CH:16]1[CH2:15][CH2:14][C:11]2([CH2:10][CH2:9][NH:8][CH2:13][CH2:12]2)[CH2:18][CH2:17]1. (5) Given the reactants [N:1]1[CH:6]=[CH:5][CH:4]=[CH:3][C:2]=1[CH2:7][CH2:8][N:9]1[C:17]2[C:12](=[CH:13][CH:14]=[CH:15][CH:16]=2)[CH:11]=[CH:10]1.C[O:19][C:20](=[O:29])[C:21]1[CH:26]=[CH:25][CH:24]=[C:23]([CH2:27]Br)[CH:22]=1, predict the reaction product. The product is: [N:1]1[CH:6]=[CH:5][CH:4]=[CH:3][C:2]=1[CH2:7][CH2:8][N:9]1[C:17]2[C:12](=[CH:13][CH:14]=[CH:15][CH:16]=2)[C:11]([CH:4]2[CH2:5][CH2:6][N:1]([CH2:27][C:23]3[CH:22]=[C:21]([CH:26]=[CH:25][CH:24]=3)[C:20]([OH:19])=[O:29])[CH2:2][CH2:3]2)=[CH:10]1.